This data is from NCI-60 drug combinations with 297,098 pairs across 59 cell lines. The task is: Regression. Given two drug SMILES strings and cell line genomic features, predict the synergy score measuring deviation from expected non-interaction effect. (1) Drug 1: COC1=NC(=NC2=C1N=CN2C3C(C(C(O3)CO)O)O)N. Drug 2: C1CN(P(=O)(OC1)NCCCl)CCCl. Cell line: ACHN. Synergy scores: CSS=-6.70, Synergy_ZIP=3.31, Synergy_Bliss=1.70, Synergy_Loewe=-4.86, Synergy_HSA=-4.33. (2) Synergy scores: CSS=23.8, Synergy_ZIP=-5.37, Synergy_Bliss=-0.186, Synergy_Loewe=0.229, Synergy_HSA=0.397. Drug 2: N.N.Cl[Pt+2]Cl. Cell line: UACC-257. Drug 1: CC1CCC2CC(C(=CC=CC=CC(CC(C(=O)C(C(C(=CC(C(=O)CC(OC(=O)C3CCCCN3C(=O)C(=O)C1(O2)O)C(C)CC4CCC(C(C4)OC)OCCO)C)C)O)OC)C)C)C)OC.